From a dataset of Full USPTO retrosynthesis dataset with 1.9M reactions from patents (1976-2016). Predict the reactants needed to synthesize the given product. (1) Given the product [F:1][C:2]1[CH:7]=[CH:6][C:5]([N:8]2[CH:12]([C:13]3[CH:18]=[CH:17][C:16]([NH2:19])=[CH:15][CH:14]=3)[CH2:11][CH2:10][CH:9]2[C:22]2[CH:23]=[CH:24][C:25]([NH2:28])=[CH:26][CH:27]=2)=[CH:4][CH:3]=1, predict the reactants needed to synthesize it. The reactants are: [F:1][C:2]1[CH:7]=[CH:6][C:5]([N:8]2[CH:12]([C:13]3[CH:18]=[CH:17][C:16]([N+:19]([O-])=O)=[CH:15][CH:14]=3)[CH2:11][CH2:10][CH:9]2[C:22]2[CH:27]=[CH:26][C:25]([N+:28]([O-])=O)=[CH:24][CH:23]=2)=[CH:4][CH:3]=1.[Cl-].[NH4+]. (2) Given the product [F:1][C:2]1[C:7]([F:8])=[CH:6][CH:5]=[CH:4][C:3]=1[CH2:9][CH2:10][C:11]([NH:26][CH2:25][CH2:24][C:18]1[CH:19]=[CH:20][C:21]([O:22][CH3:23])=[C:16]([O:15][CH3:14])[CH:17]=1)=[O:13], predict the reactants needed to synthesize it. The reactants are: [F:1][C:2]1[C:7]([F:8])=[CH:6][CH:5]=[CH:4][C:3]=1[CH2:9][CH2:10][C:11]([OH:13])=O.[CH3:14][O:15][C:16]1[CH:17]=[C:18]([CH2:24][CH2:25][NH2:26])[CH:19]=[CH:20][C:21]=1[O:22][CH3:23].